This data is from Forward reaction prediction with 1.9M reactions from USPTO patents (1976-2016). The task is: Predict the product of the given reaction. (1) Given the reactants C(NC(=O)NC1C=CC([C:12]2[N:13]=[C:14]([N:29]3[CH2:34][CH2:33]OC[C@@H]3C)C3C[CH2:20][N:19](C(OC(C)(C)C)=O)[CH2:18][C:16]=3[N:17]=2)=CC=1)C.Cl[C:38]1[N:39]=[C:40]([N:52]2[CH2:57][CH2:56][O:55][CH2:54][C@@H:53]2[CH3:58])[C:41]2[CH2:46][N:45]([C:47]([O:49][CH2:50][CH3:51])=[O:48])[CH2:44][C:42]=2[N:43]=1.CC1(C)C(C)(C)OB(C2N=CC(N)=NC=2)[O:61]1, predict the reaction product. The product is: [CH2:50]([O:49][C:47]([N:45]1[CH2:46][C:41]2[C:40]([N:52]3[CH2:57][CH2:56][O:55][CH2:54][C@@H:53]3[CH3:58])=[N:39][C:38]([C:18]3[CH:16]=[N:17][C:12]([NH:13][C:14]([NH:29][CH2:34][CH3:33])=[O:61])=[CH:20][N:19]=3)=[N:43][C:42]=2[CH2:44]1)=[O:48])[CH3:51]. (2) Given the reactants CCCC[N+](CCCC)(CCCC)CCCC.[F-].[Si]([O:26][CH2:27][C@H:28]1[O:32][C@@H:31]([N:33]2[CH:61]=[CH:60][C:37]([NH:38][C:39]([C:54]3[CH:59]=[CH:58][CH:57]=[CH:56][CH:55]=3)([C:48]3[CH:53]=[CH:52][CH:51]=[CH:50][CH:49]=3)[C:40]3[CH:45]=[CH:44][C:43]([O:46][CH3:47])=[CH:42][CH:41]=3)=[N:36][C:34]2=[O:35])[C@H:30]([F:62])[C@@H:29]1[O:63][C:64]([C:79]1[CH:84]=[CH:83][CH:82]=[CH:81][CH:80]=1)([C:73]1[CH:78]=[CH:77][CH:76]=[CH:75][CH:74]=1)[C:65]1[CH:70]=[CH:69][C:68]([O:71][CH3:72])=[CH:67][CH:66]=1)(C(C)(C)C)(C)C, predict the reaction product. The product is: [CH3:72][O:71][C:68]1[CH:69]=[CH:70][C:65]([C:64]([O:63][C@@H:29]2[C@@H:28]([CH2:27][OH:26])[O:32][C@@H:31]([N:33]3[CH:61]=[CH:60][C:37]([NH:38][C:39]([C:54]4[CH:55]=[CH:56][CH:57]=[CH:58][CH:59]=4)([C:48]4[CH:49]=[CH:50][CH:51]=[CH:52][CH:53]=4)[C:40]4[CH:45]=[CH:44][C:43]([O:46][CH3:47])=[CH:42][CH:41]=4)=[N:36][C:34]3=[O:35])[C@@H:30]2[F:62])([C:79]2[CH:80]=[CH:81][CH:82]=[CH:83][CH:84]=2)[C:73]2[CH:74]=[CH:75][CH:76]=[CH:77][CH:78]=2)=[CH:66][CH:67]=1. (3) Given the reactants [F:1][C@H:2]1[C@@H:7]([O:8][C:9]2[CH:16]=[CH:15][C:14]([C:17]3[N:22]=[C:21]([NH:23][C:24]4[CH:29]=[CH:28][C:27]([N:30]5[CH2:35][CH2:34][N:33]([CH:36]6[CH2:39][O:38][CH2:37]6)[CH2:32][CH2:31]5)=[CH:26][CH:25]=4)[N:20]=[CH:19][N:18]=3)=[CH:13][C:10]=2[C:11]#[N:12])[CH2:6][CH2:5][NH:4][CH2:3]1.[O:40]=[C:41]1[NH:45][NH:44][C:43]([C:46](O)=[O:47])=[N:42]1, predict the reaction product. The product is: [F:1][C@H:2]1[C@@H:7]([O:8][C:9]2[CH:16]=[CH:15][C:14]([C:17]3[N:22]=[C:21]([NH:23][C:24]4[CH:29]=[CH:28][C:27]([N:30]5[CH2:31][CH2:32][N:33]([CH:36]6[CH2:39][O:38][CH2:37]6)[CH2:34][CH2:35]5)=[CH:26][CH:25]=4)[N:20]=[CH:19][N:18]=3)=[CH:13][C:10]=2[C:11]#[N:12])[CH2:6][CH2:5][N:4]([C:46]([C:43]2[NH:44][NH:45][C:41](=[O:40])[N:42]=2)=[O:47])[CH2:3]1. (4) Given the reactants Cl[C:2]1[CH:7]=[CH:6][N:5]=[C:4]([C:8]#[N:9])[CH:3]=1.[CH3:10][S-:11].[Na+].C(OCC)(=O)C.O, predict the reaction product. The product is: [C:8]([C:4]1[CH:3]=[C:2]([S:11][CH3:10])[CH:7]=[CH:6][N:5]=1)#[N:9]. (5) The product is: [ClH:4].[CH3:5][S:6][C:7]1[CH:8]=[CH:9][C:10]([CH2:11][C:12]2[N:16]=[C:15]([CH:17]3[CH2:22][CH2:21][NH:20][CH2:19][CH2:18]3)[O:14][N:13]=2)=[CH:30][CH:31]=1. Given the reactants C([Cl:4])(=O)C.[CH3:5][S:6][C:7]1[CH:31]=[CH:30][C:10]([CH2:11][C:12]2[N:16]=[C:15]([CH:17]3[CH2:22][CH2:21][N:20](C(OC(C)(C)C)=O)[CH2:19][CH2:18]3)[O:14][N:13]=2)=[CH:9][CH:8]=1, predict the reaction product.